Binary Classification. Given a T-cell receptor sequence (or CDR3 region) and an epitope sequence, predict whether binding occurs between them. From a dataset of TCR-epitope binding with 47,182 pairs between 192 epitopes and 23,139 TCRs. (1) The TCR CDR3 sequence is CSDRTGYNEQFF. The epitope is YLKLTDNVYIK. Result: 0 (the TCR does not bind to the epitope). (2) The epitope is DPFRLLQNSQVFS. The TCR CDR3 sequence is CASSLIDGARDEQFF. Result: 0 (the TCR does not bind to the epitope). (3) The epitope is LVLSVNPYV. The TCR CDR3 sequence is CASKAEGPYEQYF. Result: 0 (the TCR does not bind to the epitope). (4) The epitope is YLNTLTLAV. The TCR CDR3 sequence is CASSPYGGGTEAFF. Result: 1 (the TCR binds to the epitope). (5) The epitope is FLNGSCGSV. The TCR CDR3 sequence is CASSAGLAPDEQYF. Result: 0 (the TCR does not bind to the epitope).